From a dataset of Forward reaction prediction with 1.9M reactions from USPTO patents (1976-2016). Predict the product of the given reaction. (1) Given the reactants [OH2:1].[OH-].[Li+].[CH3:4][O:5][C:6]1[N:11]=[N:10][C:9]([C:12]2[N:16]([C:17]3[CH:18]=[N:19][CH:20]=[CH:21][CH:22]=3)[N:15]=[C:14]([C:23]([O:25][CH3:26])=[O:24])[CH:13]=2)=[CH:8][CH:7]=1.CO.Cl, predict the reaction product. The product is: [OH:1][C:12]1([C:9]2[N:10]=[N:11][C:6]([O:5][CH3:4])=[CH:7][CH:8]=2)[N:16]([C:17]2[CH:18]=[N:19][CH:20]=[CH:21][CH:22]=2)[N:15]=[C:14]([C:23]([O:25][CH3:26])=[O:24])[CH2:13]1. (2) Given the reactants [Cl:1][C:2]1[CH:3]=[C:4]([N:11]([C:16]2[C:35]([CH:36]3[CH2:38][CH2:37]3)=[CH:34][C:19]3[C:20]([C:30]([NH:32][CH3:33])=[O:31])=[C:21]([C:23]4[CH:28]=[CH:27][C:26]([F:29])=[CH:25][CH:24]=4)[O:22][C:18]=3[CH:17]=2)[S:12]([CH3:15])(=[O:14])=[O:13])[CH:5]=[CH:6][C:7]=1[N+:8]([O-])=O, predict the reaction product. The product is: [NH2:8][C:7]1[CH:6]=[CH:5][C:4]([N:11]([C:16]2[C:35]([CH:36]3[CH2:38][CH2:37]3)=[CH:34][C:19]3[C:20]([C:30]([NH:32][CH3:33])=[O:31])=[C:21]([C:23]4[CH:24]=[CH:25][C:26]([F:29])=[CH:27][CH:28]=4)[O:22][C:18]=3[CH:17]=2)[S:12]([CH3:15])(=[O:14])=[O:13])=[CH:3][C:2]=1[Cl:1]. (3) Given the reactants [C:1]1(=[O:7])[CH2:6][CH2:5][CH2:4][CH:3]=[CH:2]1.[C:8]1([C:14]([C:24]2[CH:29]=[CH:28][CH:27]=[CH:26][CH:25]=2)=[N:15][CH2:16][C:17]([O:19][C:20]([CH3:23])([CH3:22])[CH3:21])=[O:18])[CH:13]=[CH:12][CH:11]=[CH:10][CH:9]=1.C=C[C@@H]1[C@@H]2C[C@@H]([C@H](O)C3C=CN=C4C=CC=CC=34)N(CC2)C1.C(OCC)(=O)C, predict the reaction product. The product is: [C:8]1([C:14](=[N:15][C@@H:16]([C@H:3]2[CH2:4][CH2:5][CH2:6][C:1](=[O:7])[CH2:2]2)[C:17]([O:19][C:20]([CH3:23])([CH3:22])[CH3:21])=[O:18])[C:24]2[CH:25]=[CH:26][CH:27]=[CH:28][CH:29]=2)[CH:9]=[CH:10][CH:11]=[CH:12][CH:13]=1. (4) Given the reactants [CH3:1][C:2]1[N:7]=[C:6]([C:8]#[C:9][CH:10]([CH:12]2[CH2:17][CH2:16][NH:15][CH2:14][CH2:13]2)O)[CH:5]=[CH:4][CH:3]=1.CC1C=CC=C(C#CC=C2CCNCC2)N=1.Cl[C:35]1[C:40]([C:41]#[N:42])=[N:39][CH:38]=[CH:37][N:36]=1, predict the reaction product. The product is: [CH3:1][C:2]1[N:7]=[C:6]([C:8]#[C:9][CH:10]=[C:12]2[CH2:17][CH2:16][N:15]([C:35]3[C:40]([C:41]#[N:42])=[N:39][CH:38]=[CH:37][N:36]=3)[CH2:14][CH2:13]2)[CH:5]=[CH:4][CH:3]=1.